From a dataset of Forward reaction prediction with 1.9M reactions from USPTO patents (1976-2016). Predict the product of the given reaction. The product is: [OH:4][C:5]1[C:13]([CH2:14][O:15][CH3:16])=[CH:12][C:11]([I:19])=[C:10]2[C:6]=1[CH2:7][NH:8][C:9]2=[O:20]. Given the reactants COC[O:4][C:5]1[C:13]([CH:14](OC)[O:15][CH3:16])=[CH:12][C:11]([I:19])=[C:10]2[C:6]=1[CH:7](O)[N:8](C(C)(C1C=CC=CC=1)C)[C:9]2=[O:20].FC(F)(F)C(O)=O.C([SiH](CC)CC)C, predict the reaction product.